Dataset: Catalyst prediction with 721,799 reactions and 888 catalyst types from USPTO. Task: Predict which catalyst facilitates the given reaction. (1) Reactant: [N+:1]([C:4]1[C:9]2[NH:10][C:11]([C:17]3[CH:22]=[CH:21][CH:20]=[CH:19][N:18]=3)([C:14]([NH2:16])=[O:15])[CH2:12][O:13][C:8]=2[CH:7]=[CH:6][CH:5]=1)([O-])=O.[H][H]. Product: [NH2:1][C:4]1[C:9]2[NH:10][C:11]([C:17]3[CH:22]=[CH:21][CH:20]=[CH:19][N:18]=3)([C:14]([NH2:16])=[O:15])[CH2:12][O:13][C:8]=2[CH:7]=[CH:6][CH:5]=1. The catalyst class is: 19. (2) Reactant: [CH3:1][O:2][C:3]1[CH:4]=[C:5]2[C:10](=[CH:11][C:12]=1[O:13][CH3:14])[N:9]=[CH:8][CH:7]=[C:6]2[O:15][C:16]1[C:22]([CH3:23])=[CH:21][C:19]([NH2:20])=[C:18]([CH3:24])[CH:17]=1.Cl[C:26](Cl)([O:28][C:29](=[O:35])OC(Cl)(Cl)Cl)Cl.[CH3:37][C:38](=C)[CH2:39]O.C(=O)(O)[O-].[Na+]. The catalyst class is: 208. Product: [CH3:1][O:2][C:3]1[CH:4]=[C:5]2[C:10](=[CH:11][C:12]=1[O:13][CH3:14])[N:9]=[CH:8][CH:7]=[C:6]2[O:15][C:16]1[C:22]([CH3:23])=[CH:21][C:19]([NH:20][C:29](=[O:35])[O:28][CH2:26][C:38]([CH3:39])=[CH2:37])=[C:18]([CH3:24])[CH:17]=1.